This data is from Peptide-MHC class I binding affinity with 185,985 pairs from IEDB/IMGT. The task is: Regression. Given a peptide amino acid sequence and an MHC pseudo amino acid sequence, predict their binding affinity value. This is MHC class I binding data. (1) The peptide sequence is AQIDNYNKF. The MHC is HLA-B57:01 with pseudo-sequence HLA-B57:01. The binding affinity (normalized) is 0.0567. (2) The peptide sequence is ITNNIIGLL. The MHC is Mamu-A01 with pseudo-sequence Mamu-A01. The binding affinity (normalized) is 0.583.